This data is from Full USPTO retrosynthesis dataset with 1.9M reactions from patents (1976-2016). The task is: Predict the reactants needed to synthesize the given product. (1) Given the product [N:1]1[C:5]2[C:6]3[C:11]([CH2:12][CH2:13][C:4]=2[S:3][C:2]=1[NH:14][C:15](=[O:18])[CH2:16][CH3:17])=[CH:10][CH:9]=[CH:8][CH:7]=3, predict the reactants needed to synthesize it. The reactants are: [N:1]1[C:5]2[C:6]3[C:11]([CH2:12][CH2:13][C:4]=2[S:3][C:2]=1[NH2:14])=[CH:10][CH:9]=[CH:8][CH:7]=3.[C:15](Cl)(=[O:18])[CH2:16][CH3:17].O. (2) Given the product [C:23]([O:22][C:20]([NH:1][C@H:4]1[C@H:9]([CH2:10][CH3:11])[CH2:8][O:7][CH2:6][C@@H:5]1[OH:12])=[O:21])([CH3:26])([CH3:25])[CH3:24], predict the reactants needed to synthesize it. The reactants are: [N:1]([C@H:4]1[C@H:9]([CH2:10][CH3:11])[CH2:8][O:7][CH2:6][C@@H:5]1[O:12]CC1C=CC=CC=1)=[N+]=[N-].[C:20](O[C:20]([O:22][C:23]([CH3:26])([CH3:25])[CH3:24])=[O:21])([O:22][C:23]([CH3:26])([CH3:25])[CH3:24])=[O:21].CCCCC.C(OCC)(=O)C.O1C=CC=CC1=O. (3) Given the product [CH3:22][C:23]1[N:24]=[N:25][N:26]([CH2:2][C:3]2[CH:17]=[C:16]([C:18]([F:21])([F:20])[F:19])[CH:15]=[CH:14][C:4]=2[O:5][CH2:6][C:7]([O:9][C:10]([CH3:13])([CH3:12])[CH3:11])=[O:8])[N:27]=1, predict the reactants needed to synthesize it. The reactants are: Br[CH2:2][C:3]1[CH:17]=[C:16]([C:18]([F:21])([F:20])[F:19])[CH:15]=[CH:14][C:4]=1[O:5][CH2:6][C:7]([O:9][C:10]([CH3:13])([CH3:12])[CH3:11])=[O:8].[CH3:22][C:23]1[N:24]=[N:25][NH:26][N:27]=1.C(=O)([O-])[O-].[K+].[K+]. (4) Given the product [CH3:6][O:5][C:3](=[O:4])[CH2:2][S:1][CH2:12][CH2:13][C:14]1[CH:19]=[CH:18][CH:17]=[CH:16][C:15]=1[Br:20], predict the reactants needed to synthesize it. The reactants are: [SH:1][CH2:2][C:3]([O:5][CH3:6])=[O:4].CS(O[CH2:12][CH2:13][C:14]1[CH:19]=[CH:18][CH:17]=[CH:16][C:15]=1[Br:20])(=O)=O.N1CCCN2CCCCCC=12. (5) Given the product [CH3:35][O:34][C:30](=[O:33])[CH:31]=[CH:32][C:2]1[C:7]([CH2:37][CH2:38][CH3:39])=[CH:6][C:5]([C:8]([F:11])([F:10])[F:9])=[CH:4][C:3]=1[CH2:23][CH2:29][CH3:26], predict the reactants needed to synthesize it. The reactants are: I[C:2]1[CH:7]=[CH:6][C:5]([C:8]([F:11])([F:10])[F:9])=[CH:4][CH:3]=1.C([O-])([O-])=O.[K+].[K+].CC([O-])=O.[K+].[CH:23]12[CH2:29][CH:26](CC1)C=C2.[C:30]([O:34][CH3:35])(=[O:33])[CH:31]=[CH2:32].I[CH2:37][CH2:38][CH3:39].[O-]S([O-])(=S)=O.[Na+].[Na+]. (6) The reactants are: [Br:1][C:2]1[C:7]([CH3:8])=[N:6][C:5]([N:9]2[CH2:14][CH2:13][N:12]([CH3:15])[CH2:11][CH2:10]2)=[C:4](Br)[N:3]=1.O.[NH2:18][NH2:19]. Given the product [Br:1][C:2]1[C:7]([CH3:8])=[N:6][C:5]([N:9]2[CH2:14][CH2:13][N:12]([CH3:15])[CH2:11][CH2:10]2)=[C:4]([NH:18][NH2:19])[N:3]=1, predict the reactants needed to synthesize it. (7) Given the product [CH2:13]([C:5]1[CH:4]=[CH:3][N:2]=[N:1][CH:6]=1)[C:7]1[CH:12]=[CH:11][CH:10]=[CH:9][CH:8]=1, predict the reactants needed to synthesize it. The reactants are: [N:1]1[CH:6]=[CH:5][CH:4]=[CH:3][N:2]=1.[C:7]1([CH2:13]C(O)=O)[CH:12]=[CH:11][CH:10]=[CH:9][CH:8]=1. (8) Given the product [CH3:17][C:18]([CH3:23])([CH3:22])[C:19]([NH:3][C:4]1[CH:5]=[N:6][CH:7]=[CH:8][CH:9]=1)=[O:20], predict the reactants needed to synthesize it. The reactants are: N#N.[NH2:3][C:4]1[CH:5]=[N:6][CH:7]=[CH:8][CH:9]=1.C(N(CC)CC)C.[CH3:17][C:18]([CH3:23])([CH3:22])[C:19](Cl)=[O:20].